Dataset: Reaction yield outcomes from USPTO patents with 853,638 reactions. Task: Predict the reaction yield, written as a fraction of the theoretical maximum amount of product (1.0 means a 100% yield; for example, 0.34 means a 34% yield). The catalyst is ClCCCl.Cl[Ru](=C1N(C2C(C)=CC(C)=CC=2C)CCN1C1C(C)=CC(C)=CC=1C)(Cl)(=CC1C=CC=CC=1)[P](C1CCCCC1)(C1CCCCC1)C1CCCCC1. The reactants are [CH3:1][N:2]1[C:6]([C:7]2[CH:8]=[C:9]([C@@H:13]([NH:17][C:18](=[O:24])[O:19][C:20]([CH3:23])([CH3:22])[CH3:21])[CH2:14][CH:15]=C)[CH:10]=[CH:11][CH:12]=2)=[C:5]([NH:25][C:26](=[O:31])[C@H:27]([CH3:30])[CH:28]=C)[CH:4]=[N:3]1. The yield is 0.512. The product is [CH3:1][N:2]1[N:3]=[CH:4][C:5]2[NH:25][C:26](=[O:31])[C@H:27]([CH3:28])[CH:30]=[CH:15][CH2:14][C@H:13]([NH:17][C:18](=[O:24])[O:19][C:20]([CH3:22])([CH3:23])[CH3:21])[C:9]3[CH:8]=[C:7]([CH:12]=[CH:11][CH:10]=3)[C:6]1=2.